From a dataset of Peptide-MHC class I binding affinity with 185,985 pairs from IEDB/IMGT. Regression. Given a peptide amino acid sequence and an MHC pseudo amino acid sequence, predict their binding affinity value. This is MHC class I binding data. (1) The peptide sequence is WSMIWPQSD. The MHC is HLA-A01:01 with pseudo-sequence HLA-A01:01. The binding affinity (normalized) is 0. (2) The peptide sequence is AEWLWRTLGR. The MHC is H-2-Kb with pseudo-sequence H-2-Kb. The binding affinity (normalized) is 0. (3) The peptide sequence is RYPLCFGW. The MHC is HLA-A11:01 with pseudo-sequence HLA-A11:01. The binding affinity (normalized) is 0. (4) The peptide sequence is ALEEGRKYV. The MHC is HLA-A02:11 with pseudo-sequence HLA-A02:11. The binding affinity (normalized) is 0.898. (5) The peptide sequence is SSNAKNSEW. The MHC is HLA-B15:17 with pseudo-sequence HLA-B15:17. The binding affinity (normalized) is 0.902. (6) The binding affinity (normalized) is 0. The peptide sequence is PENQEDPLVL. The MHC is HLA-B18:01 with pseudo-sequence HLA-B18:01. (7) The peptide sequence is RAWGRRLMI. The MHC is HLA-A69:01 with pseudo-sequence HLA-A69:01. The binding affinity (normalized) is 0.453. (8) The peptide sequence is LLKPGGVQW. The MHC is HLA-B15:01 with pseudo-sequence HLA-B15:01. The binding affinity (normalized) is 0.450. (9) The binding affinity (normalized) is 0. The MHC is HLA-B53:01 with pseudo-sequence HLA-B53:01. The peptide sequence is DYCNVLNKEF. (10) The peptide sequence is IVQQQQQLL. The MHC is HLA-A02:06 with pseudo-sequence HLA-A02:06. The binding affinity (normalized) is 0.149.